This data is from NCI-60 drug combinations with 297,098 pairs across 59 cell lines. The task is: Regression. Given two drug SMILES strings and cell line genomic features, predict the synergy score measuring deviation from expected non-interaction effect. (1) Drug 1: C1CCN(CC1)CCOC2=CC=C(C=C2)C(=O)C3=C(SC4=C3C=CC(=C4)O)C5=CC=C(C=C5)O. Drug 2: N.N.Cl[Pt+2]Cl. Cell line: SK-MEL-2. Synergy scores: CSS=-7.24, Synergy_ZIP=5.81, Synergy_Bliss=6.01, Synergy_Loewe=-1.74, Synergy_HSA=-1.74. (2) Drug 1: C(CN)CNCCSP(=O)(O)O. Drug 2: CC1C(C(CC(O1)OC2CC(CC3=C2C(=C4C(=C3O)C(=O)C5=CC=CC=C5C4=O)O)(C(=O)C)O)N)O. Cell line: MOLT-4. Synergy scores: CSS=44.9, Synergy_ZIP=6.62, Synergy_Bliss=4.27, Synergy_Loewe=-21.5, Synergy_HSA=3.46. (3) Drug 1: CCN(CC)CCCC(C)NC1=C2C=C(C=CC2=NC3=C1C=CC(=C3)Cl)OC. Drug 2: CC(C)CN1C=NC2=C1C3=CC=CC=C3N=C2N. Cell line: CCRF-CEM. Synergy scores: CSS=29.4, Synergy_ZIP=-10.7, Synergy_Bliss=-5.73, Synergy_Loewe=-5.21, Synergy_HSA=-5.87. (4) Drug 1: CC(C1=C(C=CC(=C1Cl)F)Cl)OC2=C(N=CC(=C2)C3=CN(N=C3)C4CCNCC4)N. Drug 2: CC1C(C(CC(O1)OC2CC(CC3=C2C(=C4C(=C3O)C(=O)C5=CC=CC=C5C4=O)O)(C(=O)C)O)N)O. Cell line: SNB-19. Synergy scores: CSS=33.6, Synergy_ZIP=-1.28, Synergy_Bliss=-2.89, Synergy_Loewe=-15.1, Synergy_HSA=-1.66. (5) Drug 1: C1=CC=C(C=C1)NC(=O)CCCCCCC(=O)NO. Drug 2: C1C(C(OC1N2C=NC3=C2NC=NCC3O)CO)O. Cell line: UO-31. Synergy scores: CSS=-1.87, Synergy_ZIP=1.32, Synergy_Bliss=1.65, Synergy_Loewe=-3.93, Synergy_HSA=-3.05. (6) Drug 1: CC1=C(N=C(N=C1N)C(CC(=O)N)NCC(C(=O)N)N)C(=O)NC(C(C2=CN=CN2)OC3C(C(C(C(O3)CO)O)O)OC4C(C(C(C(O4)CO)O)OC(=O)N)O)C(=O)NC(C)C(C(C)C(=O)NC(C(C)O)C(=O)NCCC5=NC(=CS5)C6=NC(=CS6)C(=O)NCCC[S+](C)C)O. Drug 2: CN(C(=O)NC(C=O)C(C(C(CO)O)O)O)N=O. Cell line: UO-31. Synergy scores: CSS=23.0, Synergy_ZIP=-7.77, Synergy_Bliss=-1.67, Synergy_Loewe=-61.6, Synergy_HSA=-1.44.